Dataset: Reaction yield outcomes from USPTO patents with 853,638 reactions. Task: Predict the reaction yield, written as a fraction of the theoretical maximum amount of product (1.0 means a 100% yield; for example, 0.34 means a 34% yield). The reactants are [C:1]([O:4][CH2:5][C@@:6]([NH:27]C(=O)C)([CH2:25][CH3:26])[CH2:7][CH2:8][C:9]1[O:10][C:11]([C:14]#[C:15][CH2:16][CH2:17][O:18][CH:19]2[CH2:24][CH2:23][CH2:22][CH2:21][CH2:20]2)=[CH:12][CH:13]=1)(=[O:3])[CH3:2].O1CCCC1.CO.[OH2:38].[OH-:39].[Li+]. The catalyst is O. The product is [C:2]([OH:39])(=[O:38])[C:1]([OH:4])=[O:3].[NH2:27][C@:6]([CH2:25][CH3:26])([CH2:7][CH2:8][C:9]1[O:10][C:11]([C:14]#[C:15][CH2:16][CH2:17][O:18][CH:19]2[CH2:20][CH2:21][CH2:22][CH2:23][CH2:24]2)=[CH:12][CH:13]=1)[CH2:5][OH:4]. The yield is 0.990.